Dataset: Reaction yield outcomes from USPTO patents with 853,638 reactions. Task: Predict the reaction yield, written as a fraction of the theoretical maximum amount of product (1.0 means a 100% yield; for example, 0.34 means a 34% yield). The reactants are [F:1][C:2]([F:12])([F:11])[C:3]1[N:8]=[CH:7][C:6]([CH2:9]O)=[CH:5][CH:4]=1.[CH:13]([N:16](CC)C(C)C)(C)C.S(Cl)(Cl)=O.[C-]#N.[Na+]. The catalyst is C1COCC1.CC(OC)(C)C.O. The product is [F:1][C:2]([F:12])([F:11])[C:3]1[N:8]=[CH:7][C:6]([CH2:9][C:13]#[N:16])=[CH:5][CH:4]=1. The yield is 0.590.